This data is from Full USPTO retrosynthesis dataset with 1.9M reactions from patents (1976-2016). The task is: Predict the reactants needed to synthesize the given product. (1) Given the product [Cl:1][C:2]1[CH:3]=[C:4]([C:10]2[C:14]([C:15]([N:54]3[CH:50]([CH3:49])[CH2:51][C:52]([C:56]4[CH:61]=[CH:60][CH:59]=[CH:58][CH:57]=4)([OH:55])[CH2:53]3)=[O:17])=[CH:13][O:12][N:11]=2)[CH:5]=[CH:6][C:7]=1[O:8][CH3:9], predict the reactants needed to synthesize it. The reactants are: [Cl:1][C:2]1[CH:3]=[C:4]([C:10]2[C:14]([C:15]([OH:17])=O)=[CH:13][O:12][N:11]=2)[CH:5]=[CH:6][C:7]=1[O:8][CH3:9].C(N(C(C)C)C(C)C)C.CN(C(ON1N=NC2C=CC=CC1=2)=[N+](C)C)C.[B-](F)(F)(F)F.[CH3:49][CH:50]1[NH:54][CH2:53][C:52]([C:56]2[CH:61]=[CH:60][CH:59]=[CH:58][CH:57]=2)([OH:55])[CH2:51]1. (2) Given the product [NH2:7][CH2:8][CH2:9][CH2:10][N:11]([CH2:16][C:17]1[CH:22]=[CH:21][CH:20]=[C:19]([C:23]2[CH:28]=[CH:27][N:26]=[C:25]([NH:39][CH2:31][CH2:32][C:33]3[CH:38]=[CH:37][CH:36]=[CH:35][CH:34]=3)[N:24]=2)[CH:18]=1)[S:12]([CH3:15])(=[O:13])=[O:14], predict the reactants needed to synthesize it. The reactants are: C(OC(=O)[NH:7][CH2:8][CH2:9][CH2:10][N:11]([CH2:16][C:17]1[CH:22]=[CH:21][CH:20]=[C:19]([C:23]2[CH:28]=[CH:27][N:26]=[C:25](Cl)[N:24]=2)[CH:18]=1)[S:12]([CH3:15])(=[O:14])=[O:13])(C)(C)C.[CH2:31]([NH2:39])[CH2:32][C:33]1[CH:38]=[CH:37][CH:36]=[CH:35][CH:34]=1.